Dataset: Human Reference Interactome with 51,813 positive PPI pairs across 8,248 proteins, plus equal number of experimentally-validated negative pairs. Task: Binary Classification. Given two protein amino acid sequences, predict whether they physically interact or not. (1) Protein 1 (ENSG00000153767) has sequence MADPDVLTEVPAALKRLAKYVIRGFYGIEHALALDILIRNSCVKEEDMLELLKFDRKQLRSVLNNLKGDKFIKCRMRVETAADGKTTRHNYYFINYRTLVNVVKYKLDHMRRRIETDERDSTNRASFKCPVCSSTFTDLEANQLFDPMTGTFRCTFCHTEVEEDESAMPKKDARTLLARFNEQIEPIYALLRETEDVNLAYEILEPEPTEIPALKQSKDHAATTAGAASLAGGHHREAWATKGPSYEDLYTQNVVINMDDQEDLHRASLEGKSAKERPIWLRESTVQGAYGSEDMKEGGI.... Protein 2 (ENSG00000198435) has sequence MSQAELSTCSAPQTQRIFQEAVRKGNTQELQSLLQNMTNCEFNVNSFGPEGQTALHQSVIDGNLELVKLLVKFGADIRLANRDGWSALHIAAFGGHQDIVLYLITKAKYAASGR*. Result: 1 (the proteins interact). (2) Protein 1 (ENSG00000205542) has sequence MSDKPDMAEIEKFDKSKLKKTETQEKNPLPSKETIEQEKQAGES*. Protein 2 (ENSG00000152219) has sequence MMDPCSVGVQLRTTNECHKTYYTRHTGFKTLQELSSNDMLLLQLRTGMTLSGNNTICFHHVKIYIDRFEDLQKSCCDPFNIHKKLAKKNLHVIDLDDATFLSAKFGRQLVPGWKLCPKCTQIINGSVDVDTEDRQKRKPESDGRTAKALRSLQFTNPGRQTEFAPETGKREKRRLTKNATAGSDRQVIPAKSKVYDSQGLLIFSGMDLCDCLDEDCLGCFYACPACGSTKCGAECRCDRKWLYEQIEIEGGEIIHNKHAG*MMDPCSVGVQLRTTNECHKTYYTRHTGFKTLQELSSNDM.... Result: 0 (the proteins do not interact). (3) Protein 1 (ENSG00000006125) has sequence MTDSKYFTTNKKGEIFELKAELNNEKKEKRKEAVKKVIAAMTVGKDVSSLFPDVVNCMQTDNLELKKLVYLYLMNYAKSQPDMAIMAVNSFVKDCEDPNPLIRALAVRTMGCIRVDKITEYLCEPLRKCLKDEDPYVRKTAAVCVAKLHDISEVLAELKEYATEVDVDFVRKAVRAIGRCAIKVEQSAERCVSTLLDLIQTKVNYVVQEAIVVIRDIFRKYPNKYESIIATLCENLDSLDEPDARAAMIWIVGEYAERIDNADELLESFLEGFHDESTQVQLTLLTAIVKLFLKKPSETQ.... Protein 2 (ENSG00000188886) has sequence MEGVGGLWPWVLGLLSLPGVILGAPLASSCAGACGTSFPDGLTPEGTQASGDKDIPAINQGLILEETPESSFLIEGDIIRPSPFRLLSATSNKWPMGGSGVVEVPFLLSSKYDEPSRQVILEALAEFERSTCIRFVTYQDQRDFISIIPMYGCFSSVGRSGGMQVVSLAPTCLQKGRGIVLHELMHVLGFWHEHTRADRDRYIRVNWNEILPGFEINFIKSQSSNMLTPYDYSSVMHYGRLAFSRRGLPTITPLWAPSVHIGQRWNLSASDITRVLKLYGCSPSGPRPRGRGSHAHSTGR.... Result: 0 (the proteins do not interact). (4) Protein 1 (ENSG00000067334) has sequence MVVTRSARAKASIQAASAESSGQKSFAANGIQAHPESSTGSDARTTAESQTTGKQSLIPRTPKARKRKSRTTGSLPKGTEPSTDGETSEAESNYSVSEHHDTILRVTRRRQILIACSPVSSVRKKPKVTPTKESYTEEIVSEAESHVSGISRIVLPTEKTTGARRSKAKSLTDPSQESHTEAISDAETSSSDISFSGIATRRTRSMQRKLKAQTEKKDSKIVPGNEKQIVGTPVNSEDSDTRQTSHLQARSLSEINKPNFYNNDFDDDFSHRSSENILTVHEQANVESLKETKQNCKDLD.... Result: 0 (the proteins do not interact). Protein 2 (ENSG00000182749) has sequence MAMAQKLSHLLPSLRQVIQEPQLSLQPEPVFTVDRAEVPPLFWKPYIYAGYRPLHQTWRFYFRTLFQQHNEAVNVWTHLLAALVLLLRLALFVETVDFWGDPHALPLFIIVLASFTYLSFSALAHLLQAKSEFWHYSFFFLDYVGVAVYQFGSALAHFYYAIEPAWHAQVQAVFLPMAAFLAWLSCIGSCYNKYIQKPGLLGRTCQEVPSVLAYALDISPVVHRIFVSSDPTTDDPALLYHKCQVVFFLLAAAFFSTFMPERWFPGSCHVFGQGHQLFHIFLVLCTLAQLEAVALDYEAR.... (5) Protein 1 (ENSG00000144711) has sequence MWCLHCNSERTQSLLELELDSGVEGEAPSSETGTSLDSPSAYPQGPLVPGSSLSPDHYEHTSVGAYGLYSGPPGQQQRTRRPKLQHSTSILRKQAEEEAIKRSRSLSESYELSSDLQDKQVEMLERKYGGRLVTRHAARTIQTAFRQYQMNKNFERLRSSMSENRMSRRIVLSNMRMQFSFEGPEKVHSSYFEGKQVSVTNDGSQLGALVSPECGDLSEPTTLKSPAPSSDFADAITELEDAFSRQVKSLAESIDDALNCRSLHTEEAPALDAARARDTEPQTALHGMDHRKLDEMTASY.... Protein 2 (ENSG00000204822) has sequence MAAALARLGLRPVKQVRVQFCPFEKNVESTRTFLQTVSSEKVRSTNLNCSVIADVRHDGSEPCVDVLFGDGHRLIMRGAHLTALEMLTAFASHIRARDAAGSGDKPGADTGR*MAAALARLGLRPVKQVRVQFCPFEKNVESTRRRASPDYARRSSHRSGNAHRLRLPHPGQGRGGQRGQAGR*. Result: 0 (the proteins do not interact). (6) Protein 1 (ENSG00000102893) has sequence MAGAAGLTAEVSWKVLERRARTKRSGSVYEPLKSINLPRPDNETLWDKLDHYYRIVKSTLLLYQSPTTGLFPTKTCGGDQKAKIQDSLYCAAGAWALALAYRRIDDDKGRTHELEHSAIKCMRGILYCYMRQADKVQQFKQDPRPTTCLHSVFNVHTGDELLSYEEYGHLQINAVSLYLLYLVEMISSGLQIIYNTDEVSFIQNLVFCVERVYRVPDFGVWERGSKYNNGSTELHSSSVGLAKAALEAINGFNLFGNQGCSWSVIFVDLDAHNRNRQTLCSLLPRESRSHNTDAALLPCI.... Protein 2 (ENSG00000188157) has sequence MAGRSHPGPLRPLLPLLVVAACVLPGAGGTCPERALERREEEANVVLTGTVEEILNVDPVQHTYSCKVRVWRYLKGKDLVARESLLDGGNKVVISGFGDPLICDNQVSTGDTRIFFVNPAPPYLWPAHKNELMLNSSLMRITLRNLEEVEFCVEDKPGTHFTPVPPTPPDACRGMLCGFGAVCEPNAEGPGRASCVCKKSPCPSVVAPVCGSDASTYSNECELQRAQCSQQRRIRLLSRGPCGSRDPCSNVTCSFGSTCARSADGLTASCLCPATCRGAPEGTVCGSDGADYPGECQLLR.... Result: 0 (the proteins do not interact). (7) Protein 1 (ENSG00000075399) has sequence MAAAAGDGTVKPLQSAMKLANGAIELDTGNRPREAYTEYLRSIHYISQVLLEEVETTKEAGETVPPDTSKMLKLAQQCLERAQSTAAKLGKTRLKPTMPAAAPIPQPAGRHRRVYSDEGGKLSPFLPPEIFQKLQGAESQSCKKELTPLEEASLQNQKLKAAYEARMARLDPSQAMQKTSLTLSLQRQMMENLVIAKAREETLQRKMEERRLRLQEAANRRFCSQVALTPEEREQRALYAAILEYEQDHDWPKHWKAKLKRNPGDLSLVTSLVSHLLSLPDHPIAQLLRRLQCSVYSALY.... Protein 2 (ENSG00000175166) has sequence MEEGGRDKAPVQPQQSPAAAPGGTDEKPSGKERRDAGDKDKEQELSEEDKQLQDELEMLVERLGEKDTSLYRPALEELRRQIRSSTTSMTSVPKPLKFLRPHYGKLKEIYENMAPGENKRFAADIISVLAMTMSGERECLKYRLVGSQEELASWGHEYVRHLAGEVAKEWQELDDAEKVQREPLLTLVKEIVPYNMAHNAEHEACDLLMEIEQVDMLEKDIDENAYAKVCLYLTSCVNYVPEPENSALLRCALGVFRKFSRFPEALRLALMLNDMELVEDIFTSCKDVVVQKQMAFMLGR.... Result: 1 (the proteins interact). (8) Protein 1 (ENSG00000163960) has sequence MAAHGGSAASSALKGLIQQFTTITGASESVGKHMLEACNNNLEMAVTMFLDGGGIAEEPSTSSASVSTVRPHTEEEVRAPIPQKQEILVEPEPLFGAPKRRRPARSIFDGFRDFQTETIRQEQELRNGGAIDKKLTTLADLFRPPIDLMHKGSFETAKECGQMQNKWLMINIQNVQDFACQCLNRDVWSNEAVKNIIREHFIFWQVYHDSEEGQRYIQFYKLGDFPYVSILDPRTGQKLVEWHQLDVSSFLDQVTGFLGEHGQLDGLSSSPPKKCARSESLIDASEDSQLEAAIRASLQE.... Protein 2 (ENSG00000205944) has sequence MSAANPETPNSTISREASTQSSSAAASQGWVLPEGKIVPNTVFVGGIDARMDETEIGSCFGRYGSVKEVKIITNRTGVSKGYGFVSFVNDVDVQKIVGSQIHFHGKKLKLGPAIRKQKLCARHVQPRPLVVNPPPPPQFQNVWRNPNTETYLQPQITPNPVTQHVQAYSAYPHSPGQVITGCQLLVYNYQEYPTYPDSAFQVTTGYQLPVYNYQPFPAYPRSPFQVTAGYQLPVYNYQAFPAYPNSPFQVATGYQFPVYNYQPFPAYPSSPFQVTAGYQLPVYNYQAFPAYPNSPFQVAT.... Result: 0 (the proteins do not interact). (9) Protein 1 (ENSG00000129474) has sequence MERLGEKASRLLEKFGRRKGESSRSGSDGTPGPGKGRLSGLGGPRKSGPRGATGGPGDEPLEPAREQGSLDAERNQRGSFEAPRYEGSFPAGPPPTRALPLPQSLPPDFRLEPTAPALSPRSSFASSSASDASKPSSPRGSLLLDGAGAGGAGGSRPCSNRTSGISMGYDQRHGSPLPAGPCLFGPPLAGAPAGYSPGGVPSAYPELHAALDRLYAQRPAGFGCQESRHSYPPALGSPGALAGAGVGAAGPLERRGAQPGRHSVTGYGDCAVGARYQDELTALLRLTVGTGGREAGARGE.... Protein 2 (ENSG00000151327) has sequence MEVGLPAITLFLTSASSPVVATTMDQEPVGGVERGEAVAASGAAAAAAFGESAGQMSNERGFENVELGVIGKKKKVPRRVIHFVSGETMEEYSTDEDEVDGLEKKDVLPTVDPTKLTWGPYLWFYMLRAATSTLSVCDFLGEKIASVLGISTPKYQYAIDEYYRMKKEEEEEEEENRMSEEAEKQYQQNKLQTDSIVQTDQPETVISSSFVNVNFEMEGDSEVIMESKQNPVSVPP*MDQEPVGGVERGEAVAASGAAAAAAFGESAGQMSNERGFENVELGVIGKKKKVPRRVIHFVSG.... Result: 0 (the proteins do not interact).